From a dataset of Peptide-MHC class I binding affinity with 185,985 pairs from IEDB/IMGT. Regression. Given a peptide amino acid sequence and an MHC pseudo amino acid sequence, predict their binding affinity value. This is MHC class I binding data. (1) The peptide sequence is RQADILRQF. The MHC is HLA-A02:06 with pseudo-sequence HLA-A02:06. The binding affinity (normalized) is 0.808. (2) The MHC is HLA-A11:01 with pseudo-sequence HLA-A11:01. The peptide sequence is TLLSLTFIK. The binding affinity (normalized) is 0.768.